This data is from CYP2D6 inhibition data for predicting drug metabolism from PubChem BioAssay. The task is: Regression/Classification. Given a drug SMILES string, predict its absorption, distribution, metabolism, or excretion properties. Task type varies by dataset: regression for continuous measurements (e.g., permeability, clearance, half-life) or binary classification for categorical outcomes (e.g., BBB penetration, CYP inhibition). Dataset: cyp2d6_veith. (1) The molecule is Cc1nn(C)cc1C(=O)NNC(=S)Nc1ccccc1. The result is 0 (non-inhibitor). (2) The molecule is O=C(O)/C=C1\NC(=O)c2ccccc21. The result is 0 (non-inhibitor). (3) The drug is CC1=C(C#N)C(NC(=O)C2CCCCC2)(C(F)(F)F)C(=O)N1. The result is 0 (non-inhibitor). (4) The compound is COc1cccc(C2=NOC(C(=O)NCc3ccccc3)C2)c1. The result is 1 (inhibitor). (5) The drug is O=c1cnc2cnc(N3CCOCC3)nc2n1C[C@H]1CCCO1. The result is 0 (non-inhibitor).